Dataset: Full USPTO retrosynthesis dataset with 1.9M reactions from patents (1976-2016). Task: Predict the reactants needed to synthesize the given product. (1) Given the product [C:28]([CH2:27][C:23]1([N:21]2[CH:22]=[C:18]([C:17]3[C:12]4[CH:11]=[CH:10][N:9]([CH2:8][O:7][CH2:6][CH2:5][Si:4]([CH3:30])([CH3:3])[CH3:31])[C:13]=4[N:14]=[CH:15][N:16]=3)[CH:19]=[N:20]2)[CH2:24][N:25]([C@@H:33]2[CH2:38][CH2:37][C@H:36]([O:39][C:40]3[N:45]=[C:44]([C:46]([F:48])([F:47])[F:49])[N:43]=[C:42]([C:50]([OH:52])=[O:51])[CH:41]=3)[CH2:35][CH2:34]2)[CH2:26]1)#[N:29], predict the reactants needed to synthesize it. The reactants are: Cl.Cl.[CH3:3][Si:4]([CH3:31])([CH3:30])[CH2:5][CH2:6][O:7][CH2:8][N:9]1[C:13]2[N:14]=[CH:15][N:16]=[C:17]([C:18]3[CH:19]=[N:20][N:21]([C:23]4([CH2:27][C:28]#[N:29])[CH2:26][NH:25][CH2:24]4)[CH:22]=3)[C:12]=2[CH:11]=[CH:10]1.O=[C:33]1[CH2:38][CH2:37][CH:36]([O:39][C:40]2[N:45]=[C:44]([C:46]([F:49])([F:48])[F:47])[N:43]=[C:42]([C:50]([OH:52])=[O:51])[CH:41]=2)[CH2:35][CH2:34]1.ClCCCl.C(O[BH-](OC(=O)C)OC(=O)C)(=O)C.[Na+]. (2) Given the product [CH:24]([C:2]1[C:11]2[C:6](=[CH:7][CH:8]=[C:9]([O:12][CH3:13])[CH:10]=2)[N:5]=[CH:4][C:3]=1[C:14]#[N:15])=[CH2:25], predict the reactants needed to synthesize it. The reactants are: Cl[C:2]1[C:11]2[C:6](=[CH:7][CH:8]=[C:9]([O:12][CH3:13])[CH:10]=2)[N:5]=[CH:4][C:3]=1[C:14]#[N:15].C(=O)([O-])[O-].[K+].[K+].CO[CH2:24][CH2:25]OC. (3) Given the product [C:1]([O:7][CH2:8][N:9]1[C:13]2[N:14]=[N:15][CH:16]=[C:17]([C:18]3[CH:19]=[N:20][N:21]([CH:23]4[CH2:27][CH2:26][CH2:25][CH:24]4[CH2:28][OH:29])[CH:22]=3)[C:12]=2[CH:11]=[CH:10]1)(=[O:6])[C:2]([CH3:5])([CH3:4])[CH3:3], predict the reactants needed to synthesize it. The reactants are: [C:1]([O:7][CH2:8][N:9]1[C:13]2[N:14]=[N:15][CH:16]=[C:17]([C:18]3[CH:19]=[N:20][N:21]([CH:23]4[CH2:27][CH2:26][CH2:25][CH:24]4[CH:28]=[O:29])[CH:22]=3)[C:12]=2[CH:11]=[CH:10]1)(=[O:6])[C:2]([CH3:5])([CH3:4])[CH3:3].[BH4-].[Na+].CO. (4) Given the product [Cl:37][CH2:38][C@H:39]1[C:47]2[C:46]3[CH:48]=[CH:49][CH:50]=[CH:51][C:45]=3[C:44]([NH:52][C:53](=[O:65])[O:54][CH2:55][CH2:56][S:57][S:58][C:59]3[CH:64]=[CH:63][CH:62]=[CH:61][N:60]=3)=[CH:43][C:42]=2[N:41]([C:33](=[O:34])[CH2:32][CH2:31][CH2:30][C:29]([N:5]2[C:6]3[CH:7]=[C:8]([O:16][P:17]([O:19][C:20]([CH3:21])([CH3:22])[CH3:23])([O:24][C:25]([CH3:28])([CH3:27])[CH3:26])=[O:18])[C:9]4[CH:15]=[CH:14][CH:13]=[CH:12][C:10]=4[C:11]=3[C@H:3]([CH2:2][Cl:1])[CH2:4]2)=[O:36])[CH2:40]1, predict the reactants needed to synthesize it. The reactants are: [Cl:1][CH2:2][C@H:3]1[C:11]2[C:10]3[CH:12]=[CH:13][CH:14]=[CH:15][C:9]=3[C:8]([O:16][P:17]([O:24][C:25]([CH3:28])([CH3:27])[CH3:26])([O:19][C:20]([CH3:23])([CH3:22])[CH3:21])=[O:18])=[CH:7][C:6]=2[N:5]([C:29](=[O:36])[CH2:30][CH2:31][CH2:32][C:33](O)=[O:34])[CH2:4]1.[Cl:37][CH2:38][C@H:39]1[C:47]2[C:46]3[CH:48]=[CH:49][CH:50]=[CH:51][C:45]=3[C:44]([NH:52][C:53](=[O:65])[O:54][CH2:55][CH2:56][S:57][S:58][C:59]3[CH:64]=[CH:63][CH:62]=[CH:61][N:60]=3)=[CH:43][C:42]=2[NH:41][CH2:40]1.CCN=C=NCCCN(C)C.Cl. (5) Given the product [C:1]([O:5][C:6](=[O:25])[NH:7][C:8]1[CH:13]=[C:12]([O:14][CH2:15][C:16]([F:18])([F:17])[F:19])[C:11]([C:20]([F:22])([F:23])[F:21])=[CH:10][C:9]=1[NH:24][C:31](=[O:30])[CH2:32][C:33](=[O:46])[C:34]1[CH:39]=[CH:38][CH:37]=[C:36]([C:40]2[CH:41]=[CH:42][N:43]=[CH:44][CH:45]=2)[CH:35]=1)([CH3:4])([CH3:2])[CH3:3], predict the reactants needed to synthesize it. The reactants are: [C:1]([O:5][C:6](=[O:25])[NH:7][C:8]1[CH:13]=[C:12]([O:14][CH2:15][C:16]([F:19])([F:18])[F:17])[C:11]([C:20]([F:23])([F:22])[F:21])=[CH:10][C:9]=1[NH2:24])([CH3:4])([CH3:3])[CH3:2].C([O:30][C:31](=O)[CH2:32][C:33](=[O:46])[C:34]1[CH:39]=[CH:38][CH:37]=[C:36]([C:40]2[CH:45]=[CH:44][N:43]=[CH:42][CH:41]=2)[CH:35]=1)(C)(C)C. (6) Given the product [CH3:32][C:13]([CH3:12])([CH3:33])[C:14]([O:16][CH:17]([O:21][C:22]([NH:11][CH2:10][C@H:2]1[CH2:3][CH2:4][C@H:5]([C:7]([OH:9])=[O:8])[CH2:6][CH2:1]1)=[O:23])[CH2:18][CH2:19][CH3:20])=[O:15], predict the reactants needed to synthesize it. The reactants are: [CH2:1]1[CH2:6][C@H:5]([C:7]([OH:9])=[O:8])[CH2:4][CH2:3][C@H:2]1[CH2:10][NH2:11].[CH3:12][C:13]([CH3:33])([CH3:32])[C:14]([O:16][CH:17]([O:21][C:22](ON1C(=O)CCC1=O)=[O:23])[CH2:18][CH2:19][CH3:20])=[O:15]. (7) The reactants are: [Br:1][C:2]1[CH:3]=[CH:4][CH:5]=[C:6]2[C:11]=1[N:10]=[C:9](Cl)[N:8]([C:13]1[CH:14]=[N:15][CH:16]=[CH:17][CH:18]=1)[C:7]2=[O:19].[CH:20]([NH2:23])([CH3:22])[CH3:21]. Given the product [Br:1][C:2]1[CH:3]=[CH:4][CH:5]=[C:6]2[C:11]=1[N:10]=[C:9]([NH:23][CH:20]([CH3:22])[CH3:21])[N:8]([C:13]1[CH:14]=[N:15][CH:16]=[CH:17][CH:18]=1)[C:7]2=[O:19], predict the reactants needed to synthesize it. (8) Given the product [Si:30]([O:29][CH2:28][CH2:27][O:10][C@:8]([C@@H:11]1[CH2:16][CH2:15][CH2:14][N:13]([C:17]([O:19][C:20]([CH3:23])([CH3:22])[CH3:21])=[O:18])[CH2:12]1)([C:4]1[CH:5]=[CH:6][CH:7]=[C:2]([Cl:1])[CH:3]=1)[CH3:9])([C:33]([CH3:36])([CH3:35])[CH3:34])([CH3:32])[CH3:31], predict the reactants needed to synthesize it. The reactants are: [Cl:1][C:2]1[CH:3]=[C:4]([C@@:8]([C@@H:11]2[CH2:16][CH2:15][CH2:14][N:13]([C:17]([O:19][C:20]([CH3:23])([CH3:22])[CH3:21])=[O:18])[CH2:12]2)([OH:10])[CH3:9])[CH:5]=[CH:6][CH:7]=1.[H-].[Na+].Br[CH2:27][CH2:28][O:29][Si:30]([C:33]([CH3:36])([CH3:35])[CH3:34])([CH3:32])[CH3:31]. (9) Given the product [Br:1][C:2]1[CH:3]=[CH:4][C:5]([CH2:8][C:11]2[CH:25]=[CH:24][C:14]3[CH2:15][CH2:16][N:17]([CH:20]4[CH2:23][CH2:22][CH2:21]4)[CH2:18][CH2:19][C:13]=3[CH:12]=2)=[N:6][CH:7]=1, predict the reactants needed to synthesize it. The reactants are: [Br:1][C:2]1[CH:3]=[CH:4][C:5]([CH:8]([C:11]2[CH:25]=[CH:24][C:14]3[CH2:15][CH2:16][N:17]([CH:20]4[CH2:23][CH2:22][CH2:21]4)[CH2:18][CH2:19][C:13]=3[CH:12]=2)C#N)=[N:6][CH:7]=1.C(=O)([O-])[O-].[K+].[K+].[OH-].[Na+].